This data is from Catalyst prediction with 721,799 reactions and 888 catalyst types from USPTO. The task is: Predict which catalyst facilitates the given reaction. (1) Product: [N+:3]([C:6]1[CH:7]=[C:8]([C:16]2[CH:21]=[CH:20][CH:19]=[CH:18][CH:17]=2)[CH:9]=[CH:10][C:11]=1[NH2:12])([O-:5])=[O:4]. The catalyst class is: 6. Reactant: [OH-].[K+].[N+:3]([C:6]1[CH:7]=[C:8]([C:16]2[CH:21]=[CH:20][CH:19]=[CH:18][CH:17]=2)[CH:9]=[CH:10][C:11]=1[NH:12]C(=O)C)([O-:5])=[O:4].C(O)C. (2) Reactant: [C:1](Cl)(Cl)=[S:2].[CH3:5][C:6]1[C:11]([NH2:12])=[CH:10][CH:9]=[C:8]([C:13]([F:16])([F:15])[F:14])[N:7]=1.C(N(CC)C(C)C)(C)C.Cl.[Cl:27][C:28]1[CH:46]=[CH:45][C:31]([CH2:32][N:33]2[C:37]([C@H:38]3[CH2:42][CH2:41][CH2:40][NH:39]3)=[N:36][N:35]=[C:34]2[CH2:43]C)=[CH:30][CH:29]=1.C([O-])(O)=O.[Na+]. Product: [Cl:27][C:28]1[CH:46]=[CH:45][C:31]([CH2:32][N:33]2[C:34]([CH3:43])=[N:35][N:36]=[C:37]2[C@H:38]2[CH2:42][CH2:41][CH2:40][N:39]2[C:1](=[S:2])[NH:12][C:11]2[C:6]([CH3:5])=[N:7][C:8]([C:13]([F:14])([F:16])[F:15])=[CH:9][CH:10]=2)=[CH:30][CH:29]=1. The catalyst class is: 448. (3) Reactant: F[C:2]1[CH:11]=[C:10]([OH:12])[CH:9]=[CH:8][C:3]=1[C:4]([O:6][CH3:7])=[O:5].[CH2:13](Br)[C:14]1[CH:19]=[CH:18][CH:17]=[CH:16][CH:15]=1.C(=O)([O-])[O-].[K+].[K+].[NH:27]1[CH2:32][CH2:31][O:30][CH2:29][CH2:28]1. Product: [CH2:13]([O:12][C:10]1[CH:9]=[CH:8][C:3]([C:4]([O:6][CH3:7])=[O:5])=[C:2]([CH:28]2[NH:27][CH2:32][CH2:31][O:30][CH2:29]2)[CH:11]=1)[C:14]1[CH:19]=[CH:18][CH:17]=[CH:16][CH:15]=1. The catalyst class is: 18.